Task: Predict the reaction yield, written as a fraction of the theoretical maximum amount of product (1.0 means a 100% yield; for example, 0.34 means a 34% yield).. Dataset: Reaction yield outcomes from USPTO patents with 853,638 reactions (1) The reactants are [F:1][C:2]1[CH:7]=[CH:6][C:5]([N:8]2[C:13](=[O:14])[C:12]([CH3:15])=[C:11]([C:16]3[CH:21]=[CH:20][C:19]([S:22]([CH3:25])(=[O:24])=[O:23])=[CH:18][CH:17]=3)[CH:10]=[N:9]2)=[CH:4][CH:3]=1.C(Cl)(Cl)(Cl)Cl.[Br:31]N1C(=O)CCC1=O. The catalyst is C(OCC)(=O)C.C(OOC(=O)C1C=CC=CC=1)(=O)C1C=CC=CC=1. The product is [F:1][C:2]1[CH:7]=[CH:6][C:5]([N:8]2[C:13](=[O:14])[C:12]([CH2:15][Br:31])=[C:11]([C:16]3[CH:21]=[CH:20][C:19]([S:22]([CH3:25])(=[O:23])=[O:24])=[CH:18][CH:17]=3)[CH:10]=[N:9]2)=[CH:4][CH:3]=1. The yield is 0.740. (2) The reactants are Br[C:2]1[CH:3]=[N:4][C:5]([N:8]2[CH2:13][CH2:12][O:11][C@H:10]([CH2:14][N:15]3[C:19]4=[N:20][C:21]([C:24]5[CH:25]=[N:26][N:27]([CH3:29])[CH:28]=5)=[CH:22][N:23]=[C:18]4[N:17]=[N:16]3)[CH2:9]2)=[N:6][CH:7]=1.CC1(C)C(C)(C)OB([C:38]2[CH:53]=[CH:52][C:41]([CH2:42][N:43]3[CH2:48][CH2:47][N:46]([C:49](=[O:51])[CH3:50])[CH2:45][CH2:44]3)=[CH:40][CH:39]=2)O1.C([O-])([O-])=O.[K+].[K+]. The catalyst is O1CCOCC1.O.C1C=CC(P(C2C=CC=CC=2)[C-]2C=CC=C2)=CC=1.C1C=CC(P(C2C=CC=CC=2)[C-]2C=CC=C2)=CC=1.Cl[Pd]Cl.[Fe+2]. The product is [CH3:29][N:27]1[CH:28]=[C:24]([C:21]2[N:20]=[C:19]3[N:15]([CH2:14][C@@H:10]4[CH2:9][N:8]([C:5]5[N:4]=[CH:3][C:2]([C:38]6[CH:53]=[CH:52][C:41]([CH2:42][N:43]7[CH2:48][CH2:47][N:46]([C:49](=[O:51])[CH3:50])[CH2:45][CH2:44]7)=[CH:40][CH:39]=6)=[CH:7][N:6]=5)[CH2:13][CH2:12][O:11]4)[N:16]=[N:17][C:18]3=[N:23][CH:22]=2)[CH:25]=[N:26]1. The yield is 0.900.